From a dataset of Reaction yield outcomes from USPTO patents with 853,638 reactions. Predict the reaction yield, written as a fraction of the theoretical maximum amount of product (1.0 means a 100% yield; for example, 0.34 means a 34% yield). (1) The reactants are [NH2:1][C:2]1[CH:3]=[C:4]([CH:9]=[CH:10][CH:11]=1)[C:5]([O:7][CH3:8])=[O:6].[F:12][C:13]1[CH:18]=[CH:17][C:16]([F:19])=[CH:15][C:14]=1[S:20](Cl)(=[O:22])=[O:21]. The catalyst is C(Cl)Cl. The product is [F:12][C:13]1[CH:18]=[CH:17][C:16]([F:19])=[CH:15][C:14]=1[S:20]([NH:1][C:2]1[CH:3]=[C:4]([CH:9]=[CH:10][CH:11]=1)[C:5]([O:7][CH3:8])=[O:6])(=[O:22])=[O:21]. The yield is 0.738. (2) The reactants are [H-].[Na+].[CH3:3][O:4][P:5]([CH2:9][C:10](=[O:12])[CH3:11])(=[O:8])[O:6][CH3:7].S([N:23]=[N+:24]=[N-])(C1C=CC(C)=CC=1)(=O)=O. The catalyst is C1COCC1. The product is [CH3:3][O:4][P:5]([C:9](=[N+:23]=[N-:24])[C:10](=[O:12])[CH3:11])(=[O:8])[O:6][CH3:7]. The yield is 0.810.